This data is from Forward reaction prediction with 1.9M reactions from USPTO patents (1976-2016). The task is: Predict the product of the given reaction. (1) Given the reactants [CH3:1][N:2]1[CH:6]=[CH:5][C:4]([N:7]2[CH2:11][CH2:10][O:9][C:8]2=[O:12])=[N:3]1.[N+:13]([O-])([OH:15])=[O:14].[OH-].[Na+], predict the reaction product. The product is: [CH3:1][N:2]1[CH:6]=[C:5]([N+:13]([O-:15])=[O:14])[C:4]([N:7]2[CH2:11][CH2:10][O:9][C:8]2=[O:12])=[N:3]1. (2) Given the reactants [Cl:1][C:2]1[CH:10]=[C:9]2[C:5]([C:6]([C:11]([N:13]3[CH2:18][CH2:17][C:16]4([C:22]5[CH:23]=[CH:24][CH:25]=[CH:26][C:21]=5[CH2:20][O:19]4)[CH2:15][CH2:14]3)=[O:12])=[CH:7][NH:8]2)=[CH:4][CH:3]=1.C(OC([N:34]1[CH2:39][CH2:38][N:37]([C:40](=[O:43])[CH2:41]Cl)[CH2:36][CH2:35]1)=O)(C)(C)C, predict the reaction product. The product is: [Cl:1][C:2]1[CH:10]=[C:9]2[C:5]([C:6]([C:11]([N:13]3[CH2:18][CH2:17][C:16]4([C:22]5[CH:23]=[CH:24][CH:25]=[CH:26][C:21]=5[CH2:20][O:19]4)[CH2:15][CH2:14]3)=[O:12])=[CH:7][N:8]2[CH2:41][C:40](=[O:43])[N:37]2[CH2:38][CH2:39][NH:34][CH2:35][CH2:36]2)=[CH:4][CH:3]=1. (3) The product is: [N:1]1[CH:6]=[CH:5][CH:4]=[CH:3][C:2]=1[C:7]1[CH:13]=[C:14]([CH2:15][OH:16])[O:9][N:8]=1. Given the reactants [N:1]1[CH:6]=[CH:5][CH:4]=[CH:3][C:2]=1/[CH:7]=[N:8]/[OH:9].ClN1[C:15](=[O:16])[CH2:14][CH2:13]C1=O.C(O)C#C.C(N(CC)CC)C, predict the reaction product. (4) Given the reactants C([O:8][C:9]1[C:14]([C:15]([O:17][CH3:18])=[O:16])=[CH:13][C:12]([C:19]([O:21][CH3:22])=[O:20])=[C:11]([CH3:23])[N:10]=1)C1C=CC=CC=1.C1COCC1.[H][H], predict the reaction product. The product is: [OH:8][C:9]1[C:14]([C:15]([O:17][CH3:18])=[O:16])=[CH:13][C:12]([C:19]([O:21][CH3:22])=[O:20])=[C:11]([CH3:23])[N:10]=1. (5) Given the reactants C(N(CC)CC)C.[NH2:8][C:9]1[C:18]2[N:19]=[C:20]([CH2:31][CH3:32])[N:21]([CH2:22][CH2:23][CH2:24][CH2:25][NH:26][S:27]([CH3:30])(=[O:29])=[O:28])[C:17]=2[C:16]2[CH:15]=[CH:14][CH:13]=[CH:12][C:11]=2[N:10]=1.Cl[C:34]([O:36][CH2:37][CH3:38])=[O:35], predict the reaction product. The product is: [CH2:31]([C:20]1[N:21]([CH2:22][CH2:23][CH2:24][CH2:25][NH:26][S:27]([CH3:30])(=[O:29])=[O:28])[C:17]2[C:16]3[CH:15]=[CH:14][CH:13]=[CH:12][C:11]=3[N:10]=[C:9]([NH:8][C:34](=[O:35])[O:36][CH2:37][CH3:38])[C:18]=2[N:19]=1)[CH3:32]. (6) Given the reactants [NH2:1][OH:2].[CH:3]1([O:8][C:9]2[C:10]([O:27][CH3:28])=[CH:11][CH:12]=[C:13]3[C:18]=2[O:17][C:16](=[O:19])[CH:15]=[C:14]3[NH:20][CH2:21][C:22](OCC)=[O:23])[CH2:7][CH2:6][CH2:5][CH2:4]1, predict the reaction product. The product is: [CH:3]1([O:8][C:9]2[C:10]([O:27][CH3:28])=[CH:11][CH:12]=[C:13]3[C:18]=2[O:17][C:16](=[O:19])[CH:15]=[C:14]3[NH:20][CH2:21][C:22]([NH:1][OH:2])=[O:23])[CH2:7][CH2:6][CH2:5][CH2:4]1.